Predict the reactants needed to synthesize the given product. From a dataset of Full USPTO retrosynthesis dataset with 1.9M reactions from patents (1976-2016). (1) Given the product [C:1]([O:5][C:6]([N:8]1[CH2:13][CH2:12][C:11]2[N:14]([CH3:46])[C:15]([C:17]3[C:22]([C:23]#[C:24][C:25]4[CH:30]=[CH:29][CH:28]=[C:27]([NH:31][C:32]([NH:34][C:35]5[CH:40]=[CH:39][C:38]([C:41]([F:42])([F:44])[F:43])=[CH:37][CH:36]=5)=[O:33])[CH:26]=4)=[CH:21][N:20]=[C:19]([NH:45][CH2:54][C:51]4[CH:52]=[CH:53][N:48]=[CH:49][CH:50]=4)[N:18]=3)=[CH:16][C:10]=2[C:9]1=[O:47])=[O:7])([CH3:4])([CH3:3])[CH3:2], predict the reactants needed to synthesize it. The reactants are: [C:1]([O:5][C:6]([N:8]1[CH2:13][CH2:12][C:11]2[N:14]([CH3:46])[C:15]([C:17]3[C:22]([C:23]#[C:24][C:25]4[CH:30]=[CH:29][CH:28]=[C:27]([NH:31][C:32]([NH:34][C:35]5[CH:40]=[CH:39][C:38]([C:41]([F:44])([F:43])[F:42])=[CH:37][CH:36]=5)=[O:33])[CH:26]=4)=[CH:21][N:20]=[C:19]([NH2:45])[N:18]=3)=[CH:16][C:10]=2[C:9]1=[O:47])=[O:7])([CH3:4])([CH3:3])[CH3:2].[N:48]1[CH:53]=[CH:52][C:51]([CH:54]=O)=[CH:50][CH:49]=1.C(O)(C(F)(F)F)=O.[BH-](OC(C)=O)(OC(C)=O)OC(C)=O.[Na+].O.[OH-].[Na+]. (2) Given the product [Cl:1][CH2:2][CH2:3][C:5]1[CH:6]=[C:7]([F:16])[C:8]2[O:13][CH2:12][C:11](=[O:14])[NH:10][C:9]=2[CH:15]=1, predict the reactants needed to synthesize it. The reactants are: [Cl:1][CH2:2][C:3]([C:5]1[CH:6]=[C:7]([F:16])[C:8]2[O:13][CH2:12][C:11](=[O:14])[NH:10][C:9]=2[CH:15]=1)=O.C([SiH](CC)CC)C.C([O-])(O)=O.[Na+].